Dataset: Retrosynthesis with 50K atom-mapped reactions and 10 reaction types from USPTO. Task: Predict the reactants needed to synthesize the given product. (1) The reactants are: O=C1NC(=O)c2ccccc21.O=[N+]([O-])c1ncccc1OCc1ccccc1CCl. Given the product O=C1c2ccccc2C(=O)N1Cc1ccccc1COc1cccnc1[N+](=O)[O-], predict the reactants needed to synthesize it. (2) Given the product NCc1cccc(-c2ccccc2)c1, predict the reactants needed to synthesize it. The reactants are: N.O=Cc1cccc(-c2ccccc2)c1. (3) The reactants are: C1CC(N2CCc3nc(C4CCNCC4)sc3CC2)C1.O=C(O)c1csnn1. Given the product O=C(c1csnn1)N1CCC(c2nc3c(s2)CCN(C2CCC2)CC3)CC1, predict the reactants needed to synthesize it. (4) Given the product OCc1cccc(-c2cccc(OC(F)(F)F)c2)c1, predict the reactants needed to synthesize it. The reactants are: FC(F)(F)Oc1cccc(Br)c1.OCc1cccc(B(O)O)c1. (5) Given the product C[C@H]1CCCN1c1nc2cc(NC(=O)c3c(-c4nc(C(F)F)cs4)cnn3C)ccn2n1, predict the reactants needed to synthesize it. The reactants are: C[C@H]1CCCN1.Cn1ncc(-c2nc(C(F)F)cs2)c1C(=O)Nc1ccn2nc(Br)nc2c1. (6) Given the product CC(=O)N(Cc1cc(C(F)(F)F)cc(C(F)(F)F)c1)C1CCCN(C(=O)OC(C)C)c2c1ccc1c2CCC1, predict the reactants needed to synthesize it. The reactants are: CC(=O)OC(C)=O.CC(C)OC(=O)N1CCCC(NCc2cc(C(F)(F)F)cc(C(F)(F)F)c2)c2ccc3c(c21)CCC3.